From a dataset of Peptide-MHC class I binding affinity with 185,985 pairs from IEDB/IMGT. Regression. Given a peptide amino acid sequence and an MHC pseudo amino acid sequence, predict their binding affinity value. This is MHC class I binding data. (1) The peptide sequence is REVFDYLLP. The MHC is HLA-A02:03 with pseudo-sequence HLA-A02:03. The binding affinity (normalized) is 0.0847. (2) The peptide sequence is LLSGHNLAK. The MHC is HLA-A03:01 with pseudo-sequence HLA-A03:01. The binding affinity (normalized) is 0.859. (3) The peptide sequence is RLIRGKMTLT. The MHC is Mamu-A2201 with pseudo-sequence Mamu-A2201. The binding affinity (normalized) is 0. (4) The MHC is HLA-B40:02 with pseudo-sequence HLA-B40:02. The binding affinity (normalized) is 0. The peptide sequence is YLPTQQDVL. (5) The peptide sequence is MMKDEPVVF. The MHC is HLA-A02:06 with pseudo-sequence HLA-A02:06. The binding affinity (normalized) is 0.